From a dataset of Peptide-MHC class I binding affinity with 185,985 pairs from IEDB/IMGT. Regression. Given a peptide amino acid sequence and an MHC pseudo amino acid sequence, predict their binding affinity value. This is MHC class I binding data. (1) The peptide sequence is VSFIEFVGW. The MHC is HLA-B40:02 with pseudo-sequence HLA-B40:02. The binding affinity (normalized) is 0. (2) The peptide sequence is TPEGEVGAIA. The MHC is HLA-B07:02 with pseudo-sequence HLA-B07:02. The binding affinity (normalized) is 0.113.